From a dataset of Reaction yield outcomes from USPTO patents with 853,638 reactions. Predict the reaction yield, written as a fraction of the theoretical maximum amount of product (1.0 means a 100% yield; for example, 0.34 means a 34% yield). (1) The reactants are Br[C:2]1[CH:3]=[C:4]2[C:9](=[CH:10][CH:11]=1)[N:8]=[CH:7][N:6]=[C:5]2[C:12]1[CH:13]=[CH:14][C:15]([CH3:21])=[C:16]([CH:20]=1)[C:17]([OH:19])=[O:18].[CH3:22][O:23][C:24]1[N:29]=[CH:28][C:27](B(O)O)=[CH:26][CH:25]=1.[O-]P([O-])([O-])=O.[K+].[K+].[K+]. The catalyst is Cl[Pd](Cl)([P](C1C=CC=CC=1)(C1C=CC=CC=1)C1C=CC=CC=1)[P](C1C=CC=CC=1)(C1C=CC=CC=1)C1C=CC=CC=1. The product is [CH3:22][O:23][C:24]1[N:29]=[CH:28][C:27]([C:2]2[CH:3]=[C:4]3[C:9](=[CH:10][CH:11]=2)[N:8]=[CH:7][N:6]=[C:5]3[C:12]2[CH:13]=[CH:14][C:15]([CH3:21])=[C:16]([CH:20]=2)[C:17]([OH:19])=[O:18])=[CH:26][CH:25]=1. The yield is 0.610. (2) The reactants are [Cl:1][C:2]1[CH:7]=[CH:6][C:5]([N:8]2[C:13]([OH:14])=[C:12]([C:15](OCC)=[O:16])[C:11](=[O:20])[N:10]([CH2:21][C:22]3[CH:27]=[CH:26][CH:25]=[CH:24][CH:23]=3)[C:9]2=[S:28])=[CH:4][CH:3]=1.C1CCN2C(=NCCC2)CC1.[NH2:40][CH2:41][C:42]([OH:44])=[O:43]. The catalyst is C(O)C.Cl. The product is [Cl:1][C:2]1[CH:3]=[CH:4][C:5]([N:8]2[C:13]([OH:14])=[C:12]([C:15]([NH:40][CH2:41][C:42]([OH:44])=[O:43])=[O:16])[C:11](=[O:20])[N:10]([CH2:21][C:22]3[CH:23]=[CH:24][CH:25]=[CH:26][CH:27]=3)[C:9]2=[S:28])=[CH:6][CH:7]=1. The yield is 0.240. (3) The reactants are [Cl:1][C:2]1[C:7]([OH:8])=[N:6][C:5]2[N:9]([CH:12]([CH3:14])[CH3:13])[N:10]=[CH:11][C:4]=2[C:3]=1[C:15]([O:17][CH2:18][CH3:19])=[O:16].N1C=CC=CC=1.[S:26](O[S:26]([C:29]([F:32])([F:31])[F:30])(=[O:28])=[O:27])([C:29]([F:32])([F:31])[F:30])(=[O:28])=[O:27].O. The catalyst is C(Cl)Cl. The product is [Cl:1][C:2]1[C:7]([O:8][S:26]([C:29]([F:32])([F:31])[F:30])(=[O:28])=[O:27])=[N:6][C:5]2[N:9]([CH:12]([CH3:14])[CH3:13])[N:10]=[CH:11][C:4]=2[C:3]=1[C:15]([O:17][CH2:18][CH3:19])=[O:16]. The yield is 0.548.